This data is from Orexin1 receptor HTS with 218,158 compounds and 233 confirmed actives. The task is: Binary Classification. Given a drug SMILES string, predict its activity (active/inactive) in a high-throughput screening assay against a specified biological target. (1) The molecule is OC(=O)c1c(c2[nH]c3c(c2)cccc3)cccc1. The result is 0 (inactive). (2) The compound is O(C(C(=O)NC1CCCC1)CC)C(=O)c1occc1. The result is 0 (inactive). (3) The molecule is O=C1N(CC(C1)C(=O)Nc1c(C(=O)NC2CCCCC2)cccc1)c1ccc(cc1)C. The result is 0 (inactive).